This data is from Forward reaction prediction with 1.9M reactions from USPTO patents (1976-2016). The task is: Predict the product of the given reaction. Given the reactants [CH3:1][CH:2]1[C:6](=[O:7])[CH2:5][CH2:4][C:3]1=[O:8].[NH2:9][CH:10]1[CH2:15][CH2:14][N:13]([C:16]([O:18][C:19]([CH3:22])([CH3:21])[CH3:20])=[O:17])[CH2:12][CH2:11]1, predict the reaction product. The product is: [CH3:1][C:2]1[C:3](=[O:8])[CH2:4][CH2:5][C:6]=1[NH:9][CH:10]1[CH2:11][CH2:12][N:13]([C:16]([O:18][C:19]([CH3:22])([CH3:21])[CH3:20])=[O:17])[CH2:14][CH2:15]1.[OH2:7].